Predict the reaction yield, written as a fraction of the theoretical maximum amount of product (1.0 means a 100% yield; for example, 0.34 means a 34% yield). From a dataset of Reaction yield outcomes from USPTO patents with 853,638 reactions. (1) The reactants are [OH:1][C@@:2]1([C:9]#[C:10][C:11]2[CH:12]=[C:13]([N:17]3[C:25]4[C:20](=[CH:21][C:22]([C:26]5[CH:27]=[N:28][N:29]([CH2:31][CH2:32][OH:33])[CH:30]=5)=[CH:23][CH:24]=4)[C:19]([C:34]([O:36]C)=O)=[N:18]3)[CH:14]=[CH:15][CH:16]=2)[CH2:6][CH2:5][N:4]([CH3:7])[C:3]1=[O:8].[NH3:38]. No catalyst specified. The product is [OH:1][C@@:2]1([C:9]#[C:10][C:11]2[CH:12]=[C:13]([N:17]3[C:25]4[C:20](=[CH:21][C:22]([C:26]5[CH:27]=[N:28][N:29]([CH2:31][CH2:32][OH:33])[CH:30]=5)=[CH:23][CH:24]=4)[C:19]([C:34]([NH2:38])=[O:36])=[N:18]3)[CH:14]=[CH:15][CH:16]=2)[CH2:6][CH2:5][N:4]([CH3:7])[C:3]1=[O:8]. The yield is 0.450. (2) The reactants are Cl[CH:2]([CH3:5])[C:3]#[N:4].[Cl:6][C:7]1[CH:12]=[C:11]([N+:13]([O-:15])=[O:14])[CH:10]=[C:9]([Cl:16])[CH:8]=1.[OH-].[Na+].Cl. The catalyst is CS(C)=O. The product is [Cl:6][C:7]1[CH:12]=[C:11]([N+:13]([O-:15])=[O:14])[CH:10]=[C:9]([Cl:16])[C:8]=1[CH:2]([CH3:5])[C:3]#[N:4]. The yield is 0.400.